Dataset: Full USPTO retrosynthesis dataset with 1.9M reactions from patents (1976-2016). Task: Predict the reactants needed to synthesize the given product. (1) Given the product [CH:6]12[O:9][CH:2]([CH2:8][CH2:7]1)[CH2:3][N:4]([C:15]1[N:16]=[C:11]([Cl:10])[N:12]=[C:13]([N:18]3[CH2:23][CH2:22][C:21](=[O:24])[CH2:20][CH2:19]3)[N:14]=1)[CH2:5]2, predict the reactants needed to synthesize it. The reactants are: Cl.[CH:2]12[O:9][CH:6]([CH2:7][CH2:8]1)[CH2:5][NH:4][CH2:3]2.[Cl:10][C:11]1[N:16]=[C:15](Cl)[N:14]=[C:13]([N:18]2[CH2:23][CH2:22][C:21](=[O:24])[CH2:20][CH2:19]2)[N:12]=1.C(=O)([O-])[O-].[Na+].[Na+]. (2) Given the product [C:40]([O:43][CH2:44][C:17]1[S:16][C:15]([NH:18][C:19]([C:21]2[N:22]=[CH:23][C:24]([N:27]3[CH2:28][CH2:29][CH:30]([C:33]([O:35][CH2:36][CH3:37])=[O:34])[CH2:31][CH2:32]3)=[N:25][CH:26]=2)=[O:20])=[N:14][C:13]=1[C:5]1[CH:6]=[C:7]([C:9]([F:12])([F:10])[F:11])[CH:8]=[C:3]([O:2][CH3:1])[CH:4]=1)(=[O:42])[CH3:41], predict the reactants needed to synthesize it. The reactants are: [CH3:1][O:2][C:3]1[CH:4]=[C:5]([C:13]2[N:14]=[C:15]([NH:18][C:19]([C:21]3[N:22]=[CH:23][C:24]([N:27]4[CH2:32][CH2:31][CH:30]([C:33]([O:35][CH2:36][CH3:37])=[O:34])[CH2:29][CH2:28]4)=[N:25][CH:26]=3)=[O:20])[S:16][CH:17]=2)[CH:6]=[C:7]([C:9]([F:12])([F:11])[F:10])[CH:8]=1.C=O.[C:40]([O:43][C:44](=O)C)(=[O:42])[CH3:41]. (3) The reactants are: [NH:1]1[CH:8]=[CH:7][C:5](=[O:6])[NH:4][C:2]1=[O:3].C(=O)([O-])[O-].[K+].[K+].[Br:15][C:16]1[CH:24]=[CH:23][C:19]([CH2:20]CBr)=[CH:18][CH:17]=1. Given the product [Br:15][C:16]1[CH:24]=[CH:23][C:19]([CH2:20][N:1]2[CH:8]=[CH:7][C:5](=[O:6])[NH:4][C:2]2=[O:3])=[CH:18][CH:17]=1, predict the reactants needed to synthesize it.